From a dataset of Catalyst prediction with 721,799 reactions and 888 catalyst types from USPTO. Predict which catalyst facilitates the given reaction. (1) Reactant: C([Li])CCC.[Br-].[OH:7][C:8]1[CH:33]=[CH:32][CH:31]=[CH:30][C:9]=1[CH2:10][P+](C1C=CC=CC=1)(C1C=CC=CC=1)C1C=CC=CC=1.[C:34]([C:36]1[CH:41]=[CH:40][C:39]([CH2:42][CH2:43][CH:44]([CH:56]=O)[CH2:45][C:46]2[CH:55]=[CH:54][C:49]([C:50]([O:52][CH3:53])=[O:51])=[CH:48][CH:47]=2)=[CH:38][CH:37]=1)#[N:35].O. Product: [C:34]([C:36]1[CH:37]=[CH:38][C:39]([CH2:42][CH2:43][CH:44](/[CH:56]=[CH:10]/[C:9]2[CH:30]=[CH:31][CH:32]=[CH:33][C:8]=2[OH:7])[CH2:45][C:46]2[CH:47]=[CH:48][C:49]([C:50]([O:52][CH3:53])=[O:51])=[CH:54][CH:55]=2)=[CH:40][CH:41]=1)#[N:35]. The catalyst class is: 323. (2) Reactant: [Br:1][C:2]1[CH:3]=[C:4]2[O:8][C:7]([C:9]3[CH:14]=[CH:13][C:12]([CH3:15])=[CH:11][CH:10]=3)=[N:6][C:5]2=[C:16]([C:18](O)=[O:19])[CH:17]=1.Cl.C(N=C=NCCCN(C)C)C.ON1C2C=CC=CC=2N=N1.Cl.Cl.[NH2:45][CH:46]1[CH:51]2[CH2:52][CH2:53][N:48]([CH2:49][CH2:50]2)[CH2:47]1.C(N(CC)CC)C. Product: [N:48]12[CH2:53][CH2:52][CH:51]([CH2:50][CH2:49]1)[CH:46]([NH:45][C:18]([C:16]1[CH:17]=[C:2]([Br:1])[CH:3]=[C:4]3[O:8][C:7]([C:9]4[CH:14]=[CH:13][C:12]([CH3:15])=[CH:11][CH:10]=4)=[N:6][C:5]=13)=[O:19])[CH2:47]2. The catalyst class is: 39. (3) Reactant: [CH3:1][O:2][CH2:3][C:4]1[CH:13]=[C:12]2[C:7]([NH:8][C:9](=[O:22])[C:10]3[N:11]2[C:14]([CH:17]2[CH2:21][CH2:20][O:19][CH2:18]2)=[N:15][CH:16]=3)=[CH:6][C:5]=1[C:23]([O:25]C)=[O:24].[OH-].[Na+].Cl. Product: [CH3:1][O:2][CH2:3][C:4]1[CH:13]=[C:12]2[C:7]([NH:8][C:9](=[O:22])[C:10]3[N:11]2[C:14]([CH:17]2[CH2:21][CH2:20][O:19][CH2:18]2)=[N:15][CH:16]=3)=[CH:6][C:5]=1[C:23]([OH:25])=[O:24]. The catalyst class is: 5. (4) Reactant: Br[C:2]1[CH:3]=[CH:4][C:5]([C:8]2[N:9]([CH2:17][O:18][CH2:19][CH2:20][Si:21]([CH3:24])([CH3:23])[CH3:22])[CH:10]=[C:11]([C:13]([F:16])([F:15])[F:14])[N:12]=2)=[N:6][CH:7]=1.[CH3:25][C:26]1[C:31](B2OC(C)(C)C(C)(C)O2)=[CH:30][N:29]=[C:28]([O:41][CH2:42][C:43]2([C:47]([O:49][CH2:50][CH3:51])=[O:48])[CH2:46][CH2:45][CH2:44]2)[CH:27]=1.C(=O)([O-])[O-].[Na+].[Na+]. Product: [CH3:25][C:26]1[CH:27]=[C:28]([O:41][CH2:42][C:43]2([C:47]([O:49][CH2:50][CH3:51])=[O:48])[CH2:46][CH2:45][CH2:44]2)[N:29]=[CH:30][C:31]=1[C:2]1[CH:7]=[N:6][C:5]([C:8]2[N:9]([CH2:17][O:18][CH2:19][CH2:20][Si:21]([CH3:24])([CH3:23])[CH3:22])[CH:10]=[C:11]([C:13]([F:16])([F:15])[F:14])[N:12]=2)=[CH:4][CH:3]=1. The catalyst class is: 9. (5) Reactant: C(O[C:4]([CH:6]1[CH:10]([OH:11])[CH2:9][N:8]([C:12]2[C:21]3[C:16](=[CH:17][C:18]([O:24][CH3:25])=[C:19]([O:22][CH3:23])[CH:20]=3)[N:15]=[CH:14][N:13]=2)[CH2:7]1)=O)C.C(O[C:29]([CH:31]1C(O)CN(C(OC(C)(C)C)=O)[CH2:32]1)=O)C.[C:44](O)([C:46](F)(F)F)=O.[CH2:51](Cl)Cl. Product: [CH2:6]([C:10]1([OH:11])[CH2:51][CH2:7][N:8]([C:12]2[C:21]3[C:16](=[CH:17][C:18]([O:24][CH3:25])=[C:19]([O:22][CH3:23])[CH:20]=3)[N:15]=[CH:14][N:13]=2)[CH2:9]1)[C:4]1[CH:46]=[CH:44][CH:32]=[CH:31][CH:29]=1. The catalyst class is: 22.